From a dataset of HIV replication inhibition screening data with 41,000+ compounds from the AIDS Antiviral Screen. Binary Classification. Given a drug SMILES string, predict its activity (active/inactive) in a high-throughput screening assay against a specified biological target. (1) The compound is Cn1c(=O)c2c(-c3ccccc3)onc2n(C)c1=O. The result is 0 (inactive). (2) The compound is OCc1cc2c(cc1CO)OCC2. The result is 0 (inactive).